This data is from Forward reaction prediction with 1.9M reactions from USPTO patents (1976-2016). The task is: Predict the product of the given reaction. (1) Given the reactants C(N(CC)CC)C.[F:8][C:9]1[CH:10]=[C:11]2[C:15](=[CH:16][CH:17]=1)[N:14](C(OC(C)(C)C)=O)[CH:13]=[C:12]2[CH:25]=[O:26].[CH:27](=[N:34][C:35]1[CH:36]=[C:37]([CH2:43][OH:44])[CH:38]=[C:39]([O:41][CH3:42])[CH:40]=1)[C:28]1[CH:33]=[CH:32][CH:31]=[CH:30][CH:29]=1, predict the reaction product. The product is: [F:8][C:9]1[CH:10]=[C:11]2[C:15](=[CH:16][CH:17]=1)[NH:14][CH:13]=[C:12]2[C:25](=[O:26])[CH:27]([NH:34][C:35]1[CH:40]=[C:39]([O:41][CH3:42])[CH:38]=[C:37]([CH2:43][OH:44])[CH:36]=1)[C:28]1[CH:29]=[CH:30][CH:31]=[CH:32][CH:33]=1. (2) Given the reactants C([O:3][C:4](=[O:19])/[CH:5]=[CH:6]/[C:7]([N:9]1[C:14]2[CH:15]=[CH:16][CH:17]=[CH:18][C:13]=2[O:12][CH2:11][CH2:10]1)=[O:8])C.[OH-].[Na+], predict the reaction product. The product is: [O:12]1[C:13]2[CH:18]=[CH:17][CH:16]=[CH:15][C:14]=2[N:9]([C:7](=[O:8])/[CH:6]=[CH:5]/[C:4]([OH:19])=[O:3])[CH2:10][CH2:11]1. (3) Given the reactants [CH2:1]([C:3]1[S:39][C:6]2[N:7]([CH2:24][C:25]3[CH:30]=[CH:29][C:28]([C:31]4[C:32]([C:37]#[N:38])=[CH:33][CH:34]=[CH:35][CH:36]=4)=[CH:27][CH:26]=3)[C:8](=[O:23])[N:9]([CH2:12][C:13]([C:15]3[CH:20]=[CH:19][C:18]([O:21][CH3:22])=[CH:17][CH:16]=3)=[O:14])[C:10](=[O:11])[C:5]=2[CH:4]=1)[CH3:2].[BH4-].[Na+].[Cl-].[OH:43][NH3+:44].[C:45](=[O:48])([O-])O.[Na+].[CH3:50]S(C)=O, predict the reaction product. The product is: [CH2:1]([C:3]1[S:39][C:6]2[N:7]([CH2:24][C:25]3[CH:30]=[CH:29][C:28]([C:31]4[CH:36]=[CH:35][CH:34]=[CH:33][C:32]=4[C:37]4[NH:38][C:45](=[O:48])[O:43][N:44]=4)=[CH:27][CH:26]=3)[C:8](=[O:23])[N:9]([CH2:12][CH:13]([O:14][CH3:50])[C:15]3[CH:16]=[CH:17][C:18]([O:21][CH3:22])=[CH:19][CH:20]=3)[C:10](=[O:11])[C:5]=2[CH:4]=1)[CH3:2].